This data is from Reaction yield outcomes from USPTO patents with 853,638 reactions. The task is: Predict the reaction yield, written as a fraction of the theoretical maximum amount of product (1.0 means a 100% yield; for example, 0.34 means a 34% yield). (1) The yield is 0.890. The product is [O:1]1[C:6]2[CH:7]=[CH:8][C:9]([CH2:11][N:12]([CH2:13][CH2:14][N:15]3[CH2:19][CH2:18][CH2:17][CH:16]3[C:20]3[CH:25]=[C:24]([CH3:26])[N:23]=[C:22]([N:27]4[CH:31]=[CH:30][N:29]=[CH:28]4)[N:21]=3)[CH3:34])=[CH:10][C:5]=2[O:4][CH2:3][CH2:2]1. The catalyst is CO. The reactants are [O:1]1[C:6]2[CH:7]=[CH:8][C:9]([CH2:11][NH:12][CH2:13][CH2:14][N:15]3[CH2:19][CH2:18][CH2:17][CH:16]3[C:20]3[CH:25]=[C:24]([CH3:26])[N:23]=[C:22]([N:27]4[CH:31]=[CH:30][N:29]=[CH:28]4)[N:21]=3)=[CH:10][C:5]=2[O:4][CH2:3][CH2:2]1.C=O.[C:34](O)(=O)C.C(O[BH-](OC(=O)C)OC(=O)C)(=O)C.[Na+]. (2) No catalyst specified. The yield is 0.930. The product is [Cl:8][C:9]1[N:14]=[C:13]([S:7][C:2]2[N:3]=[CH:4][CH:5]=[CH:6][N:1]=2)[CH:12]=[CH:11][N:10]=1. The reactants are [N:1]1[CH:6]=[CH:5][CH:4]=[N:3][C:2]=1[SH:7].[Cl:8][C:9]1[N:14]=[C:13](Cl)[CH:12]=[CH:11][N:10]=1.